The task is: Predict the reaction yield, written as a fraction of the theoretical maximum amount of product (1.0 means a 100% yield; for example, 0.34 means a 34% yield).. This data is from Reaction yield outcomes from USPTO patents with 853,638 reactions. (1) The reactants are [Cl:1][C:2]1[C:7]([Cl:8])=[CH:6][CH:5]=[CH:4][C:3]=1B(O)O.[F:12][C:13]1[CH:14]=[C:15]([CH:25]([NH:27][C:28]([C:30]2[N:31]=[C:32](Cl)[O:33][CH:34]=2)=[O:29])[CH3:26])[CH:16]=[C:17]([F:24])[C:18]=1[NH:19][S:20]([CH3:23])(=[O:22])=[O:21].C([O-])([O-])=O.[Cs+].[Cs+]. The catalyst is Cl[Pd](Cl)([P](C1C=CC=CC=1)(C1C=CC=CC=1)C1C=CC=CC=1)[P](C1C=CC=CC=1)(C1C=CC=CC=1)C1C=CC=CC=1. The product is [F:24][C:17]1[CH:16]=[C:15]([CH:25]([NH:27][C:28]([C:30]2[N:31]=[C:32]([C:3]3[CH:4]=[CH:5][CH:6]=[C:7]([Cl:8])[C:2]=3[Cl:1])[O:33][CH:34]=2)=[O:29])[CH3:26])[CH:14]=[C:13]([F:12])[C:18]=1[NH:19][S:20]([CH3:23])(=[O:22])=[O:21]. The yield is 0.140. (2) The yield is 0.833. The reactants are [CH2:1]([S:3]([C:6]1[CH:7]=[CH:8][C:9]([O:21][CH2:22][CH2:23][CH3:24])=[C:10](B2OC(C)(C)C(C)(C)O2)[CH:11]=1)(=[O:5])=[O:4])[CH3:2].Br[C:26]1[C:31]2[N:32]=[C:33]([C:36]3[CH:37]=[N:38][N:39]([CH3:41])[CH:40]=3)[N:34]=[CH:35][C:30]=2[C:29](=[O:42])[N:28]([CH3:43])[CH:27]=1.[O-]P([O-])([O-])=O.[K+].[K+].[K+].N#N. The product is [CH2:1]([S:3]([C:6]1[CH:7]=[CH:8][C:9]([O:21][CH2:22][CH2:23][CH3:24])=[C:10]([C:26]2[C:31]3[N:32]=[C:33]([C:36]4[CH:37]=[N:38][N:39]([CH3:41])[CH:40]=4)[N:34]=[CH:35][C:30]=3[C:29](=[O:42])[N:28]([CH3:43])[CH:27]=2)[CH:11]=1)(=[O:4])=[O:5])[CH3:2]. The catalyst is O1CCOCC1.C1C=CC(P(C2C=CC=CC=2)[C-]2C=CC=C2)=CC=1.C1C=CC(P(C2C=CC=CC=2)[C-]2C=CC=C2)=CC=1.Cl[Pd]Cl.[Fe+2].C(Cl)Cl.